Task: Predict the product of the given reaction.. Dataset: Forward reaction prediction with 1.9M reactions from USPTO patents (1976-2016) (1) Given the reactants Cl.[F:2][C:3]1[CH:17]=[CH:16][C:6]2[C:7]([CH:10]3[CH2:15][CH2:14][NH:13][CH2:12][CH2:11]3)=[N:8][O:9][C:5]=2[CH:4]=1.[OH-].[Na+], predict the reaction product. The product is: [F:2][C:3]1[CH:17]=[CH:16][C:6]2[C:7]([CH:10]3[CH2:11][CH2:12][NH:13][CH2:14][CH2:15]3)=[N:8][O:9][C:5]=2[CH:4]=1. (2) Given the reactants Cl.CN(C)CCCN=C=NCC.[CH3:13][S:14][C:15]1[CH:16]=[C:17]([CH:28]=[CH:29][CH:30]=1)[O:18][C:19]1[N:27]=[CH:26][CH:25]=[CH:24][C:20]=1[C:21]([OH:23])=O.[NH2:31][C@H:32]1[CH2:37][CH2:36][CH2:35][CH2:34][C@H:33]1[OH:38].ON1C2C=CC=CC=2N=N1.C(N(CC)CC)C, predict the reaction product. The product is: [OH:38][C@@H:33]1[CH2:34][CH2:35][CH2:36][CH2:37][C@@H:32]1[NH:31][C:21](=[O:23])[C:20]1[CH:24]=[CH:25][CH:26]=[N:27][C:19]=1[O:18][C:17]1[CH:28]=[CH:29][CH:30]=[C:15]([S:14][CH3:13])[CH:16]=1. (3) Given the reactants S(C1C=CC(C)=CC=1)(O)(=O)=O.[CH2:12]([O:19][C:20](=[O:23])[CH2:21][NH2:22])[C:13]1[CH:18]=[CH:17][CH:16]=[CH:15][CH:14]=1.C(N(CC)CC)C.[Br:31][CH:32]([CH2:36][CH2:37][CH2:38]Br)[C:33](Cl)=[O:34].[OH-].[Na+].C(=O)([O-])O.C([N+](CCCC)(CCCC)CCCC)CCC, predict the reaction product. The product is: [CH2:12]([O:19][C:20](=[O:23])[CH2:21][N:22]1[CH2:38][CH2:37][CH2:36][CH:32]([Br:31])[C:33]1=[O:34])[C:13]1[CH:18]=[CH:17][CH:16]=[CH:15][CH:14]=1. (4) The product is: [Si:6]([O:26][CH2:25][C@@H:23]1[O:24][C@H:19]([N:27]2[CH:34]=[CH:33][C:31](=[O:32])[NH:30][C:28]2=[O:29])[CH2:20][C@@H:21]1[OH:22])([C:2]([CH3:5])([CH3:3])[CH3:4])([C:13]1[CH:18]=[CH:17][CH:16]=[CH:15][CH:14]=1)[C:7]1[CH:8]=[CH:9][CH:10]=[CH:11][CH:12]=1. Given the reactants [Cl-].[C:2]([SiH:6]([C:13]1[CH:18]=[CH:17][CH:16]=[CH:15][CH:14]=1)[C:7]1[CH:12]=[CH:11][CH:10]=[CH:9][CH:8]=1)([CH3:5])([CH3:4])[CH3:3].[C@H:19]1([N:27]2[CH:34]=[CH:33][C:31](=[O:32])[NH:30][C:28]2=[O:29])[O:24][C@@H:23]([CH2:25][OH:26])[C@@H:21]([OH:22])[CH2:20]1, predict the reaction product. (5) Given the reactants C[O:2][C:3](=[O:27])[C:4]1[CH:9]=[CH:8][C:7]([CH:10]2[CH2:15][CH2:14][N:13]([C:16]([C:18]3[O:19][CH:20]=[CH:21][CH:22]=3)=[O:17])[CH2:12][CH2:11]2)=[C:6]([C:23]([F:26])([F:25])[F:24])[CH:5]=1.O.[OH-].[Li+], predict the reaction product. The product is: [O:19]1[CH:20]=[CH:21][CH:22]=[C:18]1[C:16]([N:13]1[CH2:14][CH2:15][CH:10]([C:7]2[CH:8]=[CH:9][C:4]([C:3]([OH:27])=[O:2])=[CH:5][C:6]=2[C:23]([F:26])([F:24])[F:25])[CH2:11][CH2:12]1)=[O:17]. (6) Given the reactants [C:1]([O:16]C(C)C)(=[O:15])[CH2:2][CH2:3][CH2:4][CH2:5][CH2:6][CH2:7][CH2:8][CH2:9][CH2:10]CCCC.CC(/C=C/CC[CH2:27][CH2:28][C:29]([NH:31][CH2:32][C:33]1C=CC(O)=[C:37]([O:39]C)[CH:38]=1)=[O:30])C.[N-]=[C:43]=[O:44], predict the reaction product. The product is: [C:29]([O:44][CH2:43][CH:8]([CH2:9][CH3:10])[CH2:7][CH2:6][CH2:5][CH3:4])(=[O:30])[CH:28]=[CH2:27].[CH:29]([N:31]1[CH2:32][CH2:33][CH2:38][C:37]1=[O:39])=[CH2:28].[C:1]([OH:16])(=[O:15])[CH:2]=[CH2:3]. (7) Given the reactants C(O)(C(F)(F)F)=O.[Cl:8][C:9]1[N:10]([C:45]2[CH:50]=[CH:49][CH:48]=[CH:47][C:46]=2[C:51]#[N:52])[C:11]2[C:16]([C:17]=1[CH2:18][N:19]1[C:25](=[O:26])[C@@H:24]([NH:27][C:28](=[O:40])[C@@H:29]([N:31](C)[C:32](=O)OC(C)(C)C)[CH3:30])[CH2:23][O:22][C:21]3[CH:41]=[CH:42][CH:43]=[CH:44][C:20]1=3)=[CH:15][CH:14]=[CH:13][CH:12]=2, predict the reaction product. The product is: [Cl:8][C:9]1[N:10]([C:45]2[CH:50]=[CH:49][CH:48]=[CH:47][C:46]=2[C:51]#[N:52])[C:11]2[C:16]([C:17]=1[CH2:18][N:19]1[C:25](=[O:26])[C@@H:24]([NH:27][C:28](=[O:40])[C@@H:29]([NH:31][CH3:32])[CH3:30])[CH2:23][O:22][C:21]3[CH:41]=[CH:42][CH:43]=[CH:44][C:20]1=3)=[CH:15][CH:14]=[CH:13][CH:12]=2. (8) Given the reactants [NH2:1][C:2]1[CH:3]=[C:4]([CH:11]=[C:12]([S:14]([F:19])([F:18])([F:17])([F:16])[F:15])[CH:13]=1)[C:5]([N:7]([O:9][CH3:10])[CH3:8])=[O:6].[C:20](OC(=O)C)(=[O:22])[CH3:21].FC(F)(F)C(OC(=O)C(F)(F)F)=O, predict the reaction product. The product is: [C:20]([NH:1][C:2]1[CH:3]=[C:4]([CH:11]=[C:12]([S:14]([F:19])([F:15])([F:16])([F:17])[F:18])[CH:13]=1)[C:5]([N:7]([O:9][CH3:10])[CH3:8])=[O:6])(=[O:22])[CH3:21]. (9) Given the reactants C([O:8][CH2:9][C@@H:10]1[O:28][CH2:27][C:13]2([C:29]3[CH:34]=[C:33]([Br:35])[C:32]([F:36])=[CH:31][C:30]=3[F:37])[N:14]=[C:15]([NH:18][C:19](=[O:26])[C:20]3[CH:25]=[CH:24][CH:23]=[CH:22][CH:21]=3)[S:16][CH2:17][CH:12]2[CH2:11]1)C1C=CC=CC=1.Br([O-])(=O)=O.[Na+].S(S([O-])=O)([O-])=O.[Na+].[Na+], predict the reaction product. The product is: [Br:35][C:33]1[C:32]([F:36])=[CH:31][C:30]([F:37])=[C:29]([C@:13]23[CH2:27][O:28][C@@H:10]([CH2:9][OH:8])[CH2:11][C@H:12]2[CH2:17][S:16][C:15]([NH:18][C:19](=[O:26])[C:20]2[CH:25]=[CH:24][CH:23]=[CH:22][CH:21]=2)=[N:14]3)[CH:34]=1.